From a dataset of Reaction yield outcomes from USPTO patents with 853,638 reactions. Predict the reaction yield, written as a fraction of the theoretical maximum amount of product (1.0 means a 100% yield; for example, 0.34 means a 34% yield). The reactants are [Br:1][C:2]1[CH:3]=[N:4][N:5]([CH:7]2[CH2:12][CH2:11][NH:10][CH2:9][CH2:8]2)[CH:6]=1.[CH3:13]CN(CC)CC.CI.O. The catalyst is CN(C=O)C. The product is [Br:1][C:2]1[CH:3]=[N:4][N:5]([CH:7]2[CH2:12][CH2:11][N:10]([CH3:13])[CH2:9][CH2:8]2)[CH:6]=1. The yield is 0.630.